This data is from Reaction yield outcomes from USPTO patents with 853,638 reactions. The task is: Predict the reaction yield, written as a fraction of the theoretical maximum amount of product (1.0 means a 100% yield; for example, 0.34 means a 34% yield). (1) The reactants are [CH3:1][C:2]1[O:3][C:4]([C:8]2[CH:13]=[CH:12][C:11]([NH:14][C:15]([NH2:17])=[S:16])=[CH:10][CH:9]=2)=[C:5]([CH3:7])[N:6]=1.Br[CH:19]1[CH2:24][CH2:23][CH2:22][CH:21]([C:25]2[CH:30]=[CH:29][CH:28]=[CH:27][CH:26]=2)[C:20]1=O. The catalyst is C(O)C. The product is [CH3:1][C:2]1[O:3][C:4]([C:8]2[CH:13]=[CH:12][C:11]([NH:14][C:15]3[S:16][C:27]4[CH2:28][CH2:29][CH2:30][CH:25]([C:21]5[CH:22]=[CH:23][CH:24]=[CH:19][CH:20]=5)[C:26]=4[N:17]=3)=[CH:10][CH:9]=2)=[C:5]([CH3:7])[N:6]=1. The yield is 0.850. (2) The reactants are CC1(C)[NH:7][C:6]2[CH:8]=[C:9]([C:11]3[CH:12]=[N:13][NH:14][C:15]=3[CH3:16])[S:10][C:5]=2[C:4](=[O:17])[NH:3]1.Cl. The catalyst is CO. The product is [NH2:7][C:6]1[CH:8]=[C:9]([C:11]2[CH:12]=[N:13][NH:14][C:15]=2[CH3:16])[S:10][C:5]=1[C:4]([NH2:3])=[O:17]. The yield is 0.720. (3) The reactants are [N:1]1([C:7](OC(C)(C)C)=O)[CH2:6][CH2:5][NH:4][CH2:3][CH2:2]1.[Cl:14][C:15]1[CH:16]=[C:17]([F:22])C(F)=[N:19][CH:20]=1.CCN(C(C)C)C(C)C.C(O)(C(F)(F)F)=O. The catalyst is CN1C(=O)CCC1.C(Cl)Cl.CO. The product is [Cl:14][C:15]1[CH:16]=[C:17]([F:22])[C:7]([N:1]2[CH2:2][CH2:3][NH:4][CH2:5][CH2:6]2)=[N:19][CH:20]=1. The yield is 0.247. (4) The reactants are [NH2:1][C:2]1[C:11]([C:12]#[N:13])=[CH:10][C:5]([C:6](OC)=[O:7])=[C:4]([O:14][CH3:15])[CH:3]=1.[BH4-].[Li+].C(O)C.[Cl-].[NH4+]. The catalyst is O1CCCC1. The product is [NH2:1][C:2]1[CH:3]=[C:4]([O:14][CH3:15])[C:5]([CH2:6][OH:7])=[CH:10][C:11]=1[C:12]#[N:13]. The yield is 0.810. (5) The reactants are NC1C=C([CH:8]=[C:9]([N+:11]([O-:13])=[O:12])[CH:10]=1)C(O)=O.[C:14](=O)([O-])[O-:15].[K+].[K+].S(OC)(OC)(=O)=O.[CH3:27][N:28]1[C:32](=[O:33])[CH2:31][CH2:30][CH2:29]1. No catalyst specified. The product is [CH3:14][O:15][C:32](=[O:33])[C:31]1[CH:10]=[C:9]([N+:11]([O-:13])=[O:12])[CH:8]=[C:29]([NH:28][CH3:27])[CH:30]=1. The yield is 0.350. (6) The reactants are C[O:2][C:3]1[CH:19]=[CH:18][C:6]2[CH2:7][C@@H:8]([CH2:13][C:14]([O:16][CH3:17])=[O:15])[C:9](=[O:12])[NH:10][CH2:11][C:5]=2[CH:4]=1.B(Br)(Br)Br.CO. The catalyst is C(Cl)(Cl)Cl.O.CO. The product is [OH:2][C:3]1[CH:19]=[CH:18][C:6]2[CH2:7][C@@H:8]([CH2:13][C:14]([O:16][CH3:17])=[O:15])[C:9](=[O:12])[NH:10][CH2:11][C:5]=2[CH:4]=1. The yield is 0.680. (7) The reactants are [C:1]([O-:4])([O-])=O.[Cs+].[Cs+].F[C:8]1[CH:23]=[CH:22][C:21]([C:24]([F:27])([F:26])[F:25])=[CH:20][C:9]=1[C:10]([NH:12][C:13]1[CH:18]=[CH:17][NH:16][C:15](=[O:19])[CH:14]=1)=[O:11].[F:28][C:29]1[CH:34]=[CH:33][C:32]([OH:35])=[CH:31][C:30]=1OC. The catalyst is CN(C=O)C. The product is [F:28][C:29]1[CH:34]=[CH:33][C:32]([O:35][C:8]2[CH:23]=[CH:22][C:21]([C:24]([F:27])([F:26])[F:25])=[CH:20][C:9]=2[C:10]([NH:12][C:13]2[CH:18]=[CH:17][NH:16][C:15](=[O:19])[CH:14]=2)=[O:11])=[C:31]([O:4][CH3:1])[CH:30]=1. The yield is 0.800.